Dataset: Forward reaction prediction with 1.9M reactions from USPTO patents (1976-2016). Task: Predict the product of the given reaction. (1) Given the reactants [NH2:1][C:2]1[CH:11]=[C:10]2[C:5]([CH2:6][CH2:7][CH:8]([N:12]([CH2:24][CH2:25][CH2:26][N:27]3[CH2:32][CH2:31][N:30]([CH3:33])[CH2:29][CH2:28]3)[C:13]([NH:15][C:16]3[CH:21]=[CH:20][C:19]([F:22])=[C:18]([Cl:23])[CH:17]=3)=[O:14])[CH2:9]2)=[CH:4][CH:3]=1.[CH3:34][C:35](OC(C)=O)=[O:36].CCN(C(C)C)C(C)C, predict the reaction product. The product is: [Cl:23][C:18]1[CH:17]=[C:16]([NH:15][C:13](=[O:14])[N:12]([CH:8]2[CH2:9][C:10]3[CH:11]=[C:2]([NH:1][C:35](=[O:36])[CH3:34])[CH:3]=[CH:4][C:5]=3[CH2:6][CH2:7]2)[CH2:24][CH2:25][CH2:26][N:27]2[CH2:28][CH2:29][N:30]([CH3:33])[CH2:31][CH2:32]2)[CH:21]=[CH:20][C:19]=1[F:22]. (2) The product is: [Cl:1][C:2]1[CH:9]=[C:8]([N:10]([CH2:11][C:12]2[CH:22]=[CH:21][C:15]3[O:16][C:17]([F:19])([F:20])[O:18][C:14]=3[CH:13]=2)[C:23](=[O:26])[CH2:24][CH3:25])[CH:7]=[C:4]([C:5]#[N:6])[CH:3]=1. Given the reactants [Cl:1][C:2]1[CH:3]=[C:4]([CH:7]=[C:8]([NH:10][CH2:11][C:12]2[CH:22]=[CH:21][C:15]3[O:16][C:17]([F:20])([F:19])[O:18][C:14]=3[CH:13]=2)[CH:9]=1)[C:5]#[N:6].[C:23](Cl)(=[O:26])[CH2:24][CH3:25], predict the reaction product. (3) Given the reactants CO[C:3]([C:5]1[N:6]=[C:7]([C:23]#[N:24])[C:8]2[C:13]([C:14]=1[OH:15])=[CH:12][CH:11]=[C:10]([O:16][C:17]1[CH:22]=[CH:21][CH:20]=[CH:19][CH:18]=1)[CH:9]=2)=[O:4].Cl.[NH2:26][CH2:27][CH2:28][CH2:29][C:30]([CH3:35])([CH3:34])[C:31]([OH:33])=[O:32].C[O-].[Na+].CO.Cl, predict the reaction product. The product is: [C:23]([C:7]1[C:8]2[C:13](=[CH:12][CH:11]=[C:10]([O:16][C:17]3[CH:22]=[CH:21][CH:20]=[CH:19][CH:18]=3)[CH:9]=2)[C:14]([OH:15])=[C:5]([C:3]([NH:26][CH2:27][CH2:28][CH2:29][C:30]([CH3:35])([CH3:34])[C:31]([OH:33])=[O:32])=[O:4])[N:6]=1)#[N:24]. (4) Given the reactants Cl.[NH2:2][N:3]=[CH:4][C:5]1[CH:10]=[CH:9][C:8]([C:11]2[CH2:15][C:14]3([CH2:20][CH2:19][N:18]([CH2:21][C:22]([O:24]CC)=[O:23])[CH2:17][CH2:16]3)[O:13][N:12]=2)=[CH:7][CH:6]=1.[OH-].[Na+].C(O)(=O)C.O, predict the reaction product. The product is: [NH2:2][N:3]=[CH:4][C:5]1[CH:10]=[CH:9][C:8]([C:11]2[CH2:15][C:14]3([CH2:16][CH2:17][N:18]([CH2:21][C:22]([OH:24])=[O:23])[CH2:19][CH2:20]3)[O:13][N:12]=2)=[CH:7][CH:6]=1. (5) Given the reactants FC1[CH:24]=[CH:23][C:5]([CH2:6][N:7]2[CH2:11][CH2:10][N:9]([C:12]3[CH:13]=[C:14]([CH:19]=[CH:20][N:21]=3)[C:15]([O:17]C)=O)[C:8]2=[O:22])=CC=1.C1(CN2CCN(C3C=C(C=CN=3)C(OC)=O)C2=O)CC1.[CH2:45]([NH2:52])[C:46]1[CH:51]=[CH:50][CH:49]=[CH:48][CH:47]=1, predict the reaction product. The product is: [CH2:45]([NH:52][C:15](=[O:17])[C:14]1[CH:19]=[CH:20][N:21]=[C:12]([N:9]2[CH2:10][CH2:11][N:7]([CH2:6][CH:5]3[CH2:23][CH2:24]3)[C:8]2=[O:22])[CH:13]=1)[C:46]1[CH:51]=[CH:50][CH:49]=[CH:48][CH:47]=1. (6) The product is: [CH3:28][O:27][C:25](=[O:26])[NH:1][C@H:2]1[CH2:3][C:4]2[C:5]3[C:10](=[CH:9][CH:8]=[C:7]([C:15]#[N:16])[CH:6]=3)[NH:11][C:12]=2[CH2:13][CH2:14]1. Given the reactants [NH2:1][CH:2]1[CH2:14][CH2:13][C:12]2[NH:11][C:10]3[CH:9]=[CH:8][C:7]([C:15]#[N:16])=[CH:6][C:5]=3[C:4]=2[CH2:3]1.C(N(CC)CC)C.Cl[C:25]([O:27][CH3:28])=[O:26], predict the reaction product. (7) Given the reactants I.[Cl:2][C:3]1[C:4]2[C:5]3[C:6](=[C:20]([CH3:23])[O:21][N:22]=3)[C:7](=[O:19])[N:8]([CH:13]3[CH2:18][CH2:17][CH2:16][NH:15][CH2:14]3)[C:9]=2[CH:10]=[CH:11][CH:12]=1.[CH2:24]([N:31]=[C:32]=[O:33])[C:25]1[CH:30]=[CH:29][CH:28]=[CH:27][CH:26]=1.C(=O)([O-])[O-].[K+].[K+], predict the reaction product. The product is: [CH2:24]([NH:31][C:32]([N:15]1[CH2:16][CH2:17][CH2:18][CH:13]([N:8]2[C:9]3[CH:10]=[CH:11][CH:12]=[C:3]([Cl:2])[C:4]=3[C:5]3=[N:22][O:21][C:20]([CH3:23])=[C:6]3[C:7]2=[O:19])[CH2:14]1)=[O:33])[C:25]1[CH:30]=[CH:29][CH:28]=[CH:27][CH:26]=1. (8) Given the reactants [C:1]([O:5][C:6](=[O:13])[NH:7][C@H:8]([CH3:12])[CH2:9][CH2:10]I)([CH3:4])([CH3:3])[CH3:2].Cl.[Cl:15][C:16]1[CH:26]=[CH:25][C:19]([O:20][CH:21]2[CH2:24][NH:23][CH2:22]2)=[CH:18][CH:17]=1.C(N(CC)CC)C, predict the reaction product. The product is: [C:1]([O:5][C:6](=[O:13])[NH:7][C@H:8]([CH3:12])[CH2:9][CH2:10][N:23]1[CH2:24][CH:21]([O:20][C:19]2[CH:18]=[CH:17][C:16]([Cl:15])=[CH:26][CH:25]=2)[CH2:22]1)([CH3:4])([CH3:3])[CH3:2]. (9) Given the reactants [OH:1][C:2]1[CH:7]=[CH:6][C:5]([C:8](=[O:10])[CH3:9])=[CH:4][CH:3]=1.C(=O)([O-])[O-].[K+].[K+].S([O-])(=O)(=O)C.[CH:22]1[C:27]([CH2:28][CH2:29]O)=[CH:26][CH:25]=[C:24]([Cl:31])[CH:23]=1.CS(Cl)(=O)=O, predict the reaction product. The product is: [Cl:31][C:24]1[CH:25]=[CH:26][C:27]([CH2:28][CH2:29][O:1][C:2]2[CH:7]=[CH:6][C:5]([C:8](=[O:10])[CH3:9])=[CH:4][CH:3]=2)=[CH:22][CH:23]=1. (10) The product is: [CH3:45][N:43]1[CH:44]=[C:40]([C:37]2[CH:38]=[C:39]3[C:31]([C:9]4[CH:10]=[C:11]([N:15]5[CH2:20][CH2:19][CH2:18][C@@H:17]([NH:21][C:22](=[O:28])[O:23][C:24]([CH3:25])([CH3:26])[CH3:27])[CH2:16]5)[CH:12]=[CH:13][CH:14]=4)=[N:32][N:33]([CH:46]4[CH2:51][CH2:50][CH2:49][CH2:48][O:47]4)[C:34]3=[CH:35][N:36]=2)[CH:41]=[N:42]1. Given the reactants CC1(C)C(C)(C)OB([C:9]2[CH:10]=[C:11]([N:15]3[CH2:20][CH2:19][CH2:18][C@@H:17]([NH:21][C:22](=[O:28])[O:23][C:24]([CH3:27])([CH3:26])[CH3:25])[CH2:16]3)[CH:12]=[CH:13][CH:14]=2)O1.Cl[C:31]1[C:39]2[C:34](=[CH:35][N:36]=[C:37]([C:40]3[CH:41]=[N:42][N:43]([CH3:45])[CH:44]=3)[CH:38]=2)[N:33]([CH:46]2[CH2:51][CH2:50][CH2:49][CH2:48][O:47]2)[N:32]=1, predict the reaction product.